Dataset: Forward reaction prediction with 1.9M reactions from USPTO patents (1976-2016). Task: Predict the product of the given reaction. (1) Given the reactants [Cl-].O[NH3+:3].[C:4](=[O:7])([O-])[OH:5].[Na+].CS(C)=O.[CH3:13][O:14][CH2:15][CH2:16][O:17][CH:18]1[CH2:23][CH2:22][CH:21]([N:24]2[C:29](=[O:30])[C:28]([CH2:31][C:32]3[CH:37]=[CH:36][C:35]([C:38]4[C:39]([C:44]#[N:45])=[CH:40][CH:41]=[CH:42][CH:43]=4)=[CH:34][CH:33]=3)=[C:27]([CH2:46][CH2:47][CH3:48])[N:26]3[N:49]=[CH:50][N:51]=[C:25]23)[CH2:20][CH2:19]1, predict the reaction product. The product is: [CH3:13][O:14][CH2:15][CH2:16][O:17][CH:18]1[CH2:23][CH2:22][CH:21]([N:24]2[C:29](=[O:30])[C:28]([CH2:31][C:32]3[CH:37]=[CH:36][C:35]([C:38]4[CH:43]=[CH:42][CH:41]=[CH:40][C:39]=4[C:44]4[NH:3][C:4](=[O:7])[O:5][N:45]=4)=[CH:34][CH:33]=3)=[C:27]([CH2:46][CH2:47][CH3:48])[N:26]3[N:49]=[CH:50][N:51]=[C:25]23)[CH2:20][CH2:19]1. (2) Given the reactants [CH:1]1([CH2:4][N:5]2[C:10](=[O:11])[C:9]([CH2:12][OH:13])=[CH:8][C:7]([C:14]3[CH:15]=[CH:16][C:17]4[O:21][CH2:20][CH2:19][C:18]=4[CH:22]=3)=[N:6]2)[CH2:3][CH2:2]1.C(N(CC)CC)C.[CH3:30][S:31](Cl)(=[O:33])=[O:32].C(=O)([O-])O.[Na+], predict the reaction product. The product is: [CH:1]1([CH2:4][N:5]2[C:10](=[O:11])[C:9]([CH2:12][O:13][S:31]([CH3:30])(=[O:33])=[O:32])=[CH:8][C:7]([C:14]3[CH:15]=[CH:16][C:17]4[O:21][CH2:20][CH2:19][C:18]=4[CH:22]=3)=[N:6]2)[CH2:3][CH2:2]1. (3) Given the reactants Br[C:2]1[CH:7]=[C:6]([C:8]([CH3:11])([CH3:10])[CH3:9])[CH:5]=[C:4]([C:12]([CH3:15])([CH3:14])[CH3:13])[C:3]=1[OH:16].C([Li])CCC.[F:22][C:23]([F:30])([F:29])[C:24](OCC)=[O:25], predict the reaction product. The product is: [F:22][C:23]([F:30])([F:29])[C:24]([C:2]1[CH:7]=[C:6]([C:8]([CH3:11])([CH3:10])[CH3:9])[CH:5]=[C:4]([C:12]([CH3:15])([CH3:14])[CH3:13])[C:3]=1[OH:16])=[O:25].